Dataset: Retrosynthesis with 50K atom-mapped reactions and 10 reaction types from USPTO. Task: Predict the reactants needed to synthesize the given product. (1) Given the product O=C(c1cc(C(F)(F)F)cc(C(F)(F)F)c1)N1CCN(CCCN2CCC(c3ccccc3)CC2)C[C@H]1Cc1c[nH]c2ccccc12, predict the reactants needed to synthesize it. The reactants are: CS(=O)(=O)OCCCN1CCN(C(=O)c2cc(C(F)(F)F)cc(C(F)(F)F)c2)[C@H](Cc2c[nH]c3ccccc23)C1.c1ccc(C2CCNCC2)cc1. (2) Given the product COc1ncc(Br)c2cc(C3(OC)CCNCC3)oc12, predict the reactants needed to synthesize it. The reactants are: COc1ncc(Br)c2cc(C3(OC)CCN(C(=O)OC(C)(C)C)CC3)oc12. (3) Given the product COc1cnc(N)c(NC(=O)CCl)c1, predict the reactants needed to synthesize it. The reactants are: COc1cnc([N+](=O)[O-])c(NC(=O)CCl)c1. (4) Given the product CC(=O)Nc1c(I)c(C(=O)Cl)c(I)c(C(=O)Cl)c1I, predict the reactants needed to synthesize it. The reactants are: CC(=O)OC(C)=O.Nc1c(I)c(C(=O)Cl)c(I)c(C(=O)Cl)c1I.